This data is from Reaction yield outcomes from USPTO patents with 853,638 reactions. The task is: Predict the reaction yield, written as a fraction of the theoretical maximum amount of product (1.0 means a 100% yield; for example, 0.34 means a 34% yield). (1) The reactants are [CH3:1][S:2][C:3]1[N:4]=[CH:5][C:6]2[CH:12]=[CH:11][NH:10][C:9](=[O:13])[C:7]=2[N:8]=1.Br[CH2:15][CH:16]1[CH2:18][CH2:17]1.CCN(CC)CC. The catalyst is C(Cl)(Cl)Cl.C(=O)([O-])[O-].[Ag+2]. The product is [CH:16]1([CH2:15][O:13][C:9]2[C:7]3[N:8]=[C:3]([S:2][CH3:1])[N:4]=[CH:5][C:6]=3[CH:12]=[CH:11][N:10]=2)[CH2:18][CH2:17]1. The yield is 0.170. (2) The catalyst is C(OCC)(=O)C.CCCCCC. The yield is 0.910. The product is [F:14][C:15]1[CH:23]=[CH:22][CH:21]=[CH:20][C:16]=1[CH2:17][O:18]/[N:19]=[C:10](/[C:4]1[CH:5]=[CH:6][C:7]([O:8][CH3:9])=[C:2]([OH:1])[CH:3]=1)\[CH3:11]. The reactants are [OH:1][C:2]1[CH:3]=[C:4]([C:10](=O)[CH3:11])[CH:5]=[CH:6][C:7]=1[O:8][CH3:9].Cl.[F:14][C:15]1[CH:23]=[CH:22][CH:21]=[CH:20][C:16]=1[CH2:17][O:18][NH2:19]. (3) The reactants are [Si:1]([O:8][CH2:9][C@@H:10]1[NH:14][C:13](=[O:15])[CH2:12][CH2:11]1)([C:4]([CH3:7])([CH3:6])[CH3:5])([CH3:3])[CH3:2].[H-].[Na+].Cl[CH2:19][C@@H:20]1[CH2:22][O:21]1. The catalyst is C1COCC1. The product is [Si:1]([O:8][CH2:9][C@@H:10]1[N:14]([CH2:19][C@@H:20]2[CH2:22][O:21]2)[C:13](=[O:15])[CH2:12][CH2:11]1)([C:4]([CH3:7])([CH3:6])[CH3:5])([CH3:3])[CH3:2]. The yield is 0.200. (4) The catalyst is CN(C=O)C. The reactants are [C:1]([N:5]1[C:9](=[O:10])[C:8](Cl)=[C:7]([C:12]2[CH:17]=[CH:16][CH:15]=[CH:14][CH:13]=2)[S:6]1(=[O:19])=[O:18])([CH3:4])([CH3:3])[CH3:2].[O:20]1[CH2:25][CH2:24][N:23]([C:26]2[CH:32]=[CH:31][C:29]([NH2:30])=[CH:28][CH:27]=2)[CH2:22][CH2:21]1.CCOC(C)=O. The yield is 0.560. The product is [C:1]([N:5]1[C:9](=[O:10])[C:8]([NH:30][C:29]2[CH:28]=[CH:27][C:26]([N:23]3[CH2:24][CH2:25][O:20][CH2:21][CH2:22]3)=[CH:32][CH:31]=2)=[C:7]([C:12]2[CH:17]=[CH:16][CH:15]=[CH:14][CH:13]=2)[S:6]1(=[O:19])=[O:18])([CH3:4])([CH3:3])[CH3:2]. (5) The reactants are CCN(C(C)C)C(C)C.[C:10]1([N:16]2[CH:20]=[C:19]([C:21]([NH:23][CH2:24][C:25]([OH:27])=O)=[O:22])[N:18]=[CH:17]2)[CH:15]=[CH:14][CH:13]=[CH:12][CH:11]=1.C1(N2C=C(C(O)=O)N=C2)C=CC=CC=1.C1C=CC2N(O)N=NC=2C=1.CCN=C=NCCCN(C)C.Cl.[Cl:64][C:65]1[CH:75]=[CH:74][CH:73]=[CH:72][C:66]=1[O:67][CH:68]1[CH2:71][NH:70][CH2:69]1.Cl.FC(F)(F)C1C=C(C=CC=1)OC1CNC1. The catalyst is CN(C=O)C. The product is [Cl:64][C:65]1[CH:75]=[CH:74][CH:73]=[CH:72][C:66]=1[O:67][CH:68]1[CH2:71][N:70]([C:25](=[O:27])[CH2:24][NH:23][C:21]([C:19]2[N:18]=[CH:17][N:16]([C:10]3[CH:11]=[CH:12][CH:13]=[CH:14][CH:15]=3)[CH:20]=2)=[O:22])[CH2:69]1. The yield is 0.267. (6) The reactants are [NH2:1][C:2]1([CH3:24])[CH2:7][CH2:6][CH2:5][N:4]([C:8]2[C:13]([Br:14])=[CH:12][N:11]=[C:10]3[NH:15][CH:16]=[C:17]([NH:18][C:19](=[O:23])[CH2:20][O:21][CH3:22])[C:9]=23)[CH2:3]1.[ClH:25]. The catalyst is CO.O1CCOCC1. The product is [ClH:25].[NH2:1][C:2]1([CH3:24])[CH2:7][CH2:6][CH2:5][N:4]([C:8]2[C:13]([Br:14])=[CH:12][N:11]=[C:10]3[NH:15][CH:16]=[C:17]([NH:18][C:19](=[O:23])[CH2:20][O:21][CH3:22])[C:9]=23)[CH2:3]1. The yield is 0.550.